From a dataset of HIV replication inhibition screening data with 41,000+ compounds from the AIDS Antiviral Screen. Binary Classification. Given a drug SMILES string, predict its activity (active/inactive) in a high-throughput screening assay against a specified biological target. (1) The compound is Nc1ccccc1S(=O)c1ccccc1. The result is 0 (inactive). (2) The compound is CCOC(=O)CCC1(CCC(=O)OCC)CCCCCCCCC(CCC(=O)OCC)(CCC(=O)OCC)C(=O)C1=O. The result is 0 (inactive). (3) The drug is C1=C(c2ccccc2)N2CCN=C2S1. The result is 0 (inactive). (4) The compound is Cc1ccc(S(=O)(=O)n2cc(C#N)c(C#N)c2)cc1. The result is 0 (inactive). (5) The drug is CCn1c2ccccc2c2c3ncc4cccn4c3ccc21. The result is 0 (inactive).